Dataset: Retrosynthesis with 50K atom-mapped reactions and 10 reaction types from USPTO. Task: Predict the reactants needed to synthesize the given product. Given the product Oc1ccc(Cc2cccnc2)cc1I, predict the reactants needed to synthesize it. The reactants are: COc1ccc(Cc2cccnc2)cc1I.